From a dataset of Catalyst prediction with 721,799 reactions and 888 catalyst types from USPTO. Predict which catalyst facilitates the given reaction. (1) Reactant: [CH3:1][C:2]1[C:11]([NH:12][C@@H:13]2[CH2:17][CH2:16][NH:15][CH2:14]2)=[N:10][C:9]2[C:4](=[CH:5][CH:6]=[CH:7][C:8]=2[C:18]2[NH:26][C:25]3[CH2:24][CH2:23][NH:22][C:21](=[O:27])[C:20]=3[CH:19]=2)[N:3]=1.CCN(CC)CC.[CH3:35][C:36](OC(C)=O)=[O:37]. Product: [C:36]([N:15]1[CH2:16][CH2:17][C@@H:13]([NH:12][C:11]2[C:2]([CH3:1])=[N:3][C:4]3[C:9]([N:10]=2)=[C:8]([C:18]2[NH:26][C:25]4[CH2:24][CH2:23][NH:22][C:21](=[O:27])[C:20]=4[CH:19]=2)[CH:7]=[CH:6][CH:5]=3)[CH2:14]1)(=[O:37])[CH3:35]. The catalyst class is: 2. (2) Reactant: C1O[C:4]2([CH2:9][CH2:8][C:7](O)([C:10]3[C:19]4[O:18][CH2:17][CH2:16][O:15][C:14]=4[C:13]([O:20][CH3:21])=[CH:12][CH:11]=3)[CH2:6][CH2:5]2)[O:3]C1.O.C1(C)C=CC(S(O)(=O)=O)=CC=1.O. Product: [CH3:21][O:20][C:13]1[C:14]2[O:15][CH2:16][CH2:17][O:18][C:19]=2[C:10]([C:7]2[CH2:8][CH2:9][C:4](=[O:3])[CH2:5][CH:6]=2)=[CH:11][CH:12]=1. The catalyst class is: 11. (3) Reactant: Cl.Cl.[NH2:3][CH2:4][C:5]1[CH:10]=[CH:9][CH:8]=[CH:7][C:6]=1[CH2:11][C:12]([N:14]([CH3:28])[C@@H:15]([C:22]1[CH:27]=[CH:26][CH:25]=[CH:24][CH:23]=1)[CH2:16][N:17]1[CH2:21][CH2:20][CH2:19][CH2:18]1)=[O:13].C(N(CC)CC)C.[CH3:36][S:37](Cl)(=[O:39])=[O:38]. Product: [CH3:36][S:37]([NH:3][CH2:4][C:5]1[CH:10]=[CH:9][CH:8]=[CH:7][C:6]=1[CH2:11][C:12]([N:14]([CH3:28])[C@@H:15]([C:22]1[CH:27]=[CH:26][CH:25]=[CH:24][CH:23]=1)[CH2:16][N:17]1[CH2:21][CH2:20][CH2:19][CH2:18]1)=[O:13])(=[O:39])=[O:38]. The catalyst class is: 4. (4) Reactant: CS(O[CH2:6][CH2:7][CH:8]=[CH2:9])(=O)=O.C(#N)C.[CH2:13]([NH2:20])[C:14]1[CH:19]=[CH:18][CH:17]=[CH:16][CH:15]=1. Product: [CH2:13]([NH:20][CH2:9][CH2:8][CH:7]=[CH2:6])[C:14]1[CH:19]=[CH:18][CH:17]=[CH:16][CH:15]=1. The catalyst class is: 282. (5) Reactant: [F:1][C:2]1[CH:10]=[CH:9][CH:8]=[C:7]([F:11])[C:3]=1[C:4]([OH:6])=O.C(N1C=CN=C1)(N1C=CN=C1)=O.[Cl-].[Mg+2].[Cl-].[C:27]([O:33][CH2:34][CH3:35])(=[O:32])[CH2:28]C([O-])=O.[K+].Cl. Product: [F:11][C:7]1[CH:8]=[CH:9][CH:10]=[C:2]([F:1])[C:3]=1[C:4](=[O:6])[CH2:28][C:27]([O:33][CH2:34][CH3:35])=[O:32]. The catalyst class is: 30.